From a dataset of NCI-60 drug combinations with 297,098 pairs across 59 cell lines. Regression. Given two drug SMILES strings and cell line genomic features, predict the synergy score measuring deviation from expected non-interaction effect. (1) Drug 1: CC12CCC3C(C1CCC2=O)CC(=C)C4=CC(=O)C=CC34C. Drug 2: C1=C(C(=O)NC(=O)N1)N(CCCl)CCCl. Cell line: MALME-3M. Synergy scores: CSS=27.6, Synergy_ZIP=-4.27, Synergy_Bliss=-0.545, Synergy_Loewe=-13.3, Synergy_HSA=0.578. (2) Drug 1: C1CN1P(=S)(N2CC2)N3CC3. Drug 2: CN(CCCl)CCCl.Cl. Cell line: RXF 393. Synergy scores: CSS=9.24, Synergy_ZIP=3.19, Synergy_Bliss=-3.96, Synergy_Loewe=-12.2, Synergy_HSA=-3.13. (3) Drug 1: CC1CCC2CC(C(=CC=CC=CC(CC(C(=O)C(C(C(=CC(C(=O)CC(OC(=O)C3CCCCN3C(=O)C(=O)C1(O2)O)C(C)CC4CCC(C(C4)OC)OCCO)C)C)O)OC)C)C)C)OC. Drug 2: CNC(=O)C1=NC=CC(=C1)OC2=CC=C(C=C2)NC(=O)NC3=CC(=C(C=C3)Cl)C(F)(F)F. Cell line: COLO 205. Synergy scores: CSS=1.05, Synergy_ZIP=-3.66, Synergy_Bliss=-3.75, Synergy_Loewe=-19.9, Synergy_HSA=-4.66. (4) Drug 1: CC1OCC2C(O1)C(C(C(O2)OC3C4COC(=O)C4C(C5=CC6=C(C=C35)OCO6)C7=CC(=C(C(=C7)OC)O)OC)O)O. Drug 2: C1=C(C(=O)NC(=O)N1)N(CCCl)CCCl. Cell line: HL-60(TB). Synergy scores: CSS=94.4, Synergy_ZIP=13.7, Synergy_Bliss=13.4, Synergy_Loewe=13.5, Synergy_HSA=15.9. (5) Drug 1: C1=NC2=C(N1)C(=S)N=C(N2)N. Drug 2: CC1CCC2CC(C(=CC=CC=CC(CC(C(=O)C(C(C(=CC(C(=O)CC(OC(=O)C3CCCCN3C(=O)C(=O)C1(O2)O)C(C)CC4CCC(C(C4)OC)OCCO)C)C)O)OC)C)C)C)OC. Cell line: CAKI-1. Synergy scores: CSS=53.2, Synergy_ZIP=-5.65, Synergy_Bliss=-6.07, Synergy_Loewe=0.830, Synergy_HSA=1.93.